This data is from Catalyst prediction with 721,799 reactions and 888 catalyst types from USPTO. The task is: Predict which catalyst facilitates the given reaction. (1) Reactant: [F:1][CH:2]([F:10])[C:3]1[NH:4][C:5](=[O:9])[N:6]([CH3:8])[N:7]=1.[OH-].[Li+].[I-].[Na+].[CH3:15][C:16]1[CH:23]=[CH:22][C:21]([C:24]2[CH:29]=[CH:28][CH:27]=[CH:26][CH:25]=2)=[CH:20][C:17]=1[CH2:18]Cl. Product: [F:1][CH:2]([F:10])[C:3]1[N:4]([CH2:18][C:17]2[CH:20]=[C:21]([C:24]3[CH:25]=[CH:26][CH:27]=[CH:28][CH:29]=3)[CH:22]=[CH:23][C:16]=2[CH3:15])[C:5](=[O:9])[N:6]([CH3:8])[N:7]=1.[F:1][CH:2]([F:10])[C:3]1[N:4]=[C:5]([O:9][CH2:18][C:17]2[CH:20]=[C:21]([C:24]3[CH:25]=[CH:26][CH:27]=[CH:28][CH:29]=3)[CH:22]=[CH:23][C:16]=2[CH3:15])[N:6]([CH3:8])[N:7]=1. The catalyst class is: 11. (2) Reactant: [Li]CCCC.[Br:6][C:7]1[CH:8]=[CH:9][C:10]2[C:11]([CH:22]=1)=[C:12]([C:15]1[CH:20]=[CH:19][CH:18]=[C:17]([Cl:21])[CH:16]=1)[O:13][N:14]=2.[N:23]1[C:32]2[C:27](=[CH:28][C:29]([CH:33]=[O:34])=[CH:30][CH:31]=2)[CH:26]=[CH:25][CH:24]=1.O. Product: [Br:6][C:7]1[CH:8]=[CH:9][C:10]2[C:11]([CH:22]=1)=[C:12]([C:15]1[CH:20]=[CH:19][CH:18]=[C:17]([Cl:21])[CH:16]=1)[O:13][N:14]=2.[Cl:21][C:17]1[CH:16]=[C:15]([C:12]2[O:13][N:14]=[C:10]3[CH:9]=[CH:8][C:7]([CH:33]([C:29]4[CH:28]=[C:27]5[C:32](=[CH:31][CH:30]=4)[N:23]=[CH:24][CH:25]=[CH:26]5)[OH:34])=[CH:22][C:11]=23)[CH:20]=[CH:19][CH:18]=1. The catalyst class is: 1.